Dataset: Experimentally validated miRNA-target interactions with 360,000+ pairs, plus equal number of negative samples. Task: Binary Classification. Given a miRNA mature sequence and a target amino acid sequence, predict their likelihood of interaction. The miRNA is hsa-miR-92a-2-5p with sequence GGGUGGGGAUUUGUUGCAUUAC. The protein sequence of the target gene is MAKGVAVLNSSEGVTGTIFFTQEGDGVTTVSGTVSGLKPGLHGFHVHALGDTTNGCMSTGPHFNPDGKTHGAPEDANRHAGDLGNITVGDDGTATFTITDCQIPLTGPNSIVGRAVVVHADPDDLGKGGHELSLATGNAGGRVACGIIGLQG. Result: 0 (no interaction).